From a dataset of Full USPTO retrosynthesis dataset with 1.9M reactions from patents (1976-2016). Predict the reactants needed to synthesize the given product. (1) Given the product [C:14]([O:13][C:11](=[O:10])[NH:9][C:4]1[CH:5]=[CH:6][C:7]([I:8])=[C:2]([F:1])[CH:3]=1)([CH3:17])([CH3:16])[CH3:15], predict the reactants needed to synthesize it. The reactants are: [F:1][C:2]1[CH:3]=[C:4]([NH2:9])[CH:5]=[CH:6][C:7]=1[I:8].[O:10](C(OC(C)(C)C)=O)[C:11]([O:13][C:14]([CH3:17])([CH3:16])[CH3:15])=O.O.CCOC(C)=O. (2) Given the product [F:11][C:8]1[CH:9]=[CH:10][C:5]([C:3]2[N:12]=[C:13]3[CH:20]=[CH:19][C:16]([C:17]#[N:18])=[CH:15][N:14]3[CH:2]=2)=[CH:6][CH:7]=1, predict the reactants needed to synthesize it. The reactants are: Br[CH2:2][C:3]([C:5]1[CH:10]=[CH:9][C:8]([F:11])=[CH:7][CH:6]=1)=O.[NH2:12][C:13]1[CH:20]=[CH:19][C:16]([C:17]#[N:18])=[CH:15][N:14]=1. (3) Given the product [CH3:1][C:2]1[CH:3]=[CH:4][C:5]([CH:8]=[C:9]2[CH:14]3[C:15]([CH3:16])([CH3:17])[C:11]([CH3:18])([CH2:12][CH2:13]3)[C:10]2=[O:23])=[CH:6][CH:7]=1, predict the reactants needed to synthesize it. The reactants are: [CH:1](=C1C2C(C)(C)C(CS(O)(=O)=O)(CC2)C1=O)[C:2]1[CH:7]=[CH:6][C:5]([CH:8]=[C:9]2[CH:14]3[C:15]([CH3:17])([CH3:16])[C:11]([CH2:18]S(O)(=O)=O)([CH2:12][CH2:13]3)[C:10]2=[O:23])=[CH:4][CH:3]=1.C1C(C2NC3C(=C(S([O-])(=O)=O)C=C(S(O)(=O)=O)C=3)N=2)=CC=C(C2NC3C(=C(S([O-])(=O)=O)C=C(S(O)(=O)=O)C=3)N=2)C=1.[Na+].[Na+].CCCCC(COC(C1C=CC(NC2N=C(NC3C=CC(C(OCC(CCCC)CC)=O)=CC=3)N=C(NC3C=CC(C(OCC(CCCC)CC)=O)=CC=3)N=2)=CC=1)=O)CC. (4) Given the product [C:25]1([C:31]2[CH2:36][CH2:35][N:34]([CH2:9][CH2:10][CH2:11][C:12]([NH:14][C:15]3[CH:23]=[CH:22][CH:21]=[CH:20][C:16]=3[C:17]([NH2:19])=[O:18])=[O:13])[CH2:33][CH:32]=2)[CH:30]=[CH:29][CH:28]=[CH:27][CH:26]=1, predict the reactants needed to synthesize it. The reactants are: C(N(CC)CC)C.Br[CH2:9][CH2:10][CH2:11][C:12]([NH:14][C:15]1[CH:23]=[CH:22][CH:21]=[CH:20][C:16]=1[C:17]([NH2:19])=[O:18])=[O:13].Cl.[C:25]1([C:31]2[CH2:32][CH2:33][NH:34][CH2:35][CH:36]=2)[CH:30]=[CH:29][CH:28]=[CH:27][CH:26]=1. (5) Given the product [F:1][C:2]1[CH:3]=[C:4]([N:8]2[CH2:12][C@H:11]([CH2:13][O:14][C:23](=[O:25])[CH3:24])[O:10][C:9]2=[O:15])[CH:5]=[CH:6][CH:7]=1, predict the reactants needed to synthesize it. The reactants are: [F:1][C:2]1[CH:3]=[C:4]([N:8]2[CH2:12][CH:11]([CH2:13][OH:14])[O:10][C:9]2=[O:15])[CH:5]=[CH:6][CH:7]=1.C(N(CC)CC)C.[C:23](OC(=O)C)(=[O:25])[CH3:24].C(=O)(O)[O-].[Na+].